This data is from Forward reaction prediction with 1.9M reactions from USPTO patents (1976-2016). The task is: Predict the product of the given reaction. (1) Given the reactants [C:1]([C@H:5]1[C:33](=[O:34])[N:32]2[CH2:35][C@@H:29]([CH2:30][C@H:31]2[C:36]([O:38]C)=[O:37])[O:28][C:17]2=[N:18][C:19]3[CH:20]=[C:21]([O:26][CH3:27])[CH:22]=[CH:23][C:24]=3[N:25]=[C:16]2[CH2:15][CH2:14][CH2:13][CH2:12][CH2:11][C@@H:10]2[CH2:40][C@H:9]2[O:8][C:7](=[O:41])[NH:6]1)([CH3:4])([CH3:3])[CH3:2].O.C1COCC1.O[Li].O.Cl, predict the reaction product. The product is: [C:1]([C@H:5]1[C:33](=[O:34])[N:32]2[CH2:35][C@@H:29]([CH2:30][C@H:31]2[C:36]([OH:38])=[O:37])[O:28][C:17]2=[N:18][C:19]3[CH:20]=[C:21]([O:26][CH3:27])[CH:22]=[CH:23][C:24]=3[N:25]=[C:16]2[CH2:15][CH2:14][CH2:13][CH2:12][CH2:11][C@@H:10]2[CH2:40][C@H:9]2[O:8][C:7](=[O:41])[NH:6]1)([CH3:4])([CH3:2])[CH3:3]. (2) Given the reactants [F:1][C:2]1[CH:3]=[C:4]([C:24]2[CH:29]=[C:28]([NH:30][C:31]3[CH:36]=[CH:35][C:34]([N:37]4[CH2:42][CH2:41][N:40]([CH3:43])[CH2:39][CH2:38]4)=[CH:33][N:32]=3)[C:27](=[O:44])[N:26]([CH3:45])[CH:25]=2)[C:5]([CH2:22][OH:23])=[C:6]([N:8]2[CH2:20][CH2:19][N:11]3[C:12]4[CH2:13][CH2:14][CH2:15][CH2:16][C:17]=4[CH:18]=[C:10]3[C:9]2=[O:21])[CH:7]=1.[C:46]([O-])([O-])=O.[K+].[K+].IC, predict the reaction product. The product is: [F:1][C:2]1[CH:3]=[C:4]([C:24]2[CH:29]=[C:28]([NH:30][C:31]3[CH:36]=[CH:35][C:34]([N:37]4[CH2:38][CH2:39][N:40]([CH3:43])[CH2:41][CH2:42]4)=[CH:33][N:32]=3)[C:27](=[O:44])[N:26]([CH3:45])[CH:25]=2)[C:5]([CH2:22][O:23][CH3:46])=[C:6]([N:8]2[CH2:20][CH2:19][N:11]3[C:12]4[CH2:13][CH2:14][CH2:15][CH2:16][C:17]=4[CH:18]=[C:10]3[C:9]2=[O:21])[CH:7]=1. (3) Given the reactants Cl[C:2]1[CH:7]=[C:6]([O:8][C:9]2[C:10]([CH3:15])=[N:11][CH:12]=[CH:13][CH:14]=2)[CH:5]=[CH:4][N:3]=1.[C:16](=[O:23])([O:18][C:19]([CH3:22])([CH3:21])[CH3:20])[NH2:17].P([O-])([O-])([O-])=O.[K+].[K+].[K+], predict the reaction product. The product is: [CH3:15][C:10]1[C:9]([O:8][C:6]2[CH:5]=[CH:4][N:3]=[C:2]([NH:17][C:16](=[O:23])[O:18][C:19]([CH3:22])([CH3:21])[CH3:20])[CH:7]=2)=[CH:14][CH:13]=[CH:12][N:11]=1.